Dataset: Forward reaction prediction with 1.9M reactions from USPTO patents (1976-2016). Task: Predict the product of the given reaction. (1) Given the reactants C([NH:4][C:5]1[CH:10]=[CH:9][C:8]([CH2:11][C:12]([O:14][CH2:15][CH3:16])=[O:13])=[CH:7][C:6]=1[N+:17]([O-:19])=[O:18])(=O)C, predict the reaction product. The product is: [NH2:4][C:5]1[CH:10]=[CH:9][C:8]([CH2:11][C:12]([O:14][CH2:15][CH3:16])=[O:13])=[CH:7][C:6]=1[N+:17]([O-:19])=[O:18]. (2) Given the reactants [OH:1][C:2]1[CH:11]=[C:10]2[C:5]([C:6]([O:12][C:13]3[CH:26]=[CH:25][C:16]4[C:17]([C:21]([O:23][CH3:24])=[O:22])=[C:18]([CH3:20])[O:19][C:15]=4[CH:14]=3)=[CH:7][CH:8]=[N:9]2)=[CH:4][CH:3]=1.C([O-])([O-])=O.[K+].[K+].[Br:33][CH:34](Br)[CH3:35], predict the reaction product. The product is: [Br:33][CH2:34][CH2:35][O:1][C:2]1[CH:11]=[C:10]2[C:5]([C:6]([O:12][C:13]3[CH:26]=[CH:25][C:16]4[C:17]([C:21]([O:23][CH3:24])=[O:22])=[C:18]([CH3:20])[O:19][C:15]=4[CH:14]=3)=[CH:7][CH:8]=[N:9]2)=[CH:4][CH:3]=1. (3) Given the reactants C([O:5][C:6](=[O:50])[CH2:7][N:8]1[CH2:13][CH2:12][N:11]([C:14]([N:16]2[C@@:20]([C:22]3[CH:27]=[CH:26][C:25]([Cl:28])=[CH:24][CH:23]=3)([CH3:21])[C@@:19]([C:30]3[CH:35]=[CH:34][C:33]([Cl:36])=[CH:32][CH:31]=3)([CH3:29])[N:18]=[C:17]2[C:37]2[CH:38]=[N:39][C:40]([C:46]([CH3:49])([CH3:48])[CH3:47])=[CH:41][C:42]=2[O:43][CH2:44][CH3:45])=[O:15])[CH2:10][CH2:9]1)(C)(C)C.[OH-].[Li+].Cl, predict the reaction product. The product is: [ClH:28].[C:46]([C:40]1[N:39]=[CH:38][C:37]([C:17]2[N:16]([C:14]([N:11]3[CH2:10][CH2:9][N:8]([CH2:7][C:6]([OH:50])=[O:5])[CH2:13][CH2:12]3)=[O:15])[C@@:20]([C:22]3[CH:23]=[CH:24][C:25]([Cl:28])=[CH:26][CH:27]=3)([CH3:21])[C@@:19]([C:30]3[CH:31]=[CH:32][C:33]([Cl:36])=[CH:34][CH:35]=3)([CH3:29])[N:18]=2)=[C:42]([O:43][CH2:44][CH3:45])[CH:41]=1)([CH3:47])([CH3:48])[CH3:49]. (4) The product is: [CH3:9][C:2]1([CH3:1])[O:6][CH2:5][CH:4]([CH2:7][OH:8])[CH2:3]1. Given the reactants [CH3:1][C:2](=[CH2:9])[CH2:3][CH:4]([CH2:7][OH:8])[CH2:5][OH:6], predict the reaction product. (5) The product is: [Cl:1][CH2:2][CH2:3][C:4]([CH2:11][CH:12]([CH3:13])[Cl:8])=[O:5]. Given the reactants [Cl:1][CH2:2][CH2:3][C:4](Cl)=[O:5].[Al+3].[Cl-:8].[Cl-].[Cl-].[CH2:11]=[CH:12][CH3:13], predict the reaction product. (6) Given the reactants [NH2:1][C:2]1[N:7]=[C:6]([C:8]2[CH:16]=[C:15]3[C:11]([C:12]([NH2:17])=[N:13][NH:14]3)=[CH:10][CH:9]=2)[CH:5]=[C:4](S(C)(=O)=O)[N:3]=1.[F:22][C:23]1[CH:24]=[C:25]([CH2:29][CH2:30][NH2:31])[CH:26]=[CH:27][CH:28]=1.CCN(C(C)C)C(C)C, predict the reaction product. The product is: [NH2:17][C:12]1[C:11]2[C:15](=[CH:16][C:8]([C:6]3[N:7]=[C:2]([NH2:1])[N:3]=[C:4]([NH:31][CH2:30][CH2:29][C:25]4[CH:26]=[CH:27][CH:28]=[C:23]([F:22])[CH:24]=4)[CH:5]=3)=[CH:9][CH:10]=2)[NH:14][N:13]=1.